This data is from NCI-60 drug combinations with 297,098 pairs across 59 cell lines. The task is: Regression. Given two drug SMILES strings and cell line genomic features, predict the synergy score measuring deviation from expected non-interaction effect. (1) Drug 1: CCC1(CC2CC(C3=C(CCN(C2)C1)C4=CC=CC=C4N3)(C5=C(C=C6C(=C5)C78CCN9C7C(C=CC9)(C(C(C8N6C=O)(C(=O)OC)O)OC(=O)C)CC)OC)C(=O)OC)O.OS(=O)(=O)O. Drug 2: C1CN(CCN1C(=O)CCBr)C(=O)CCBr. Cell line: RPMI-8226. Synergy scores: CSS=30.6, Synergy_ZIP=-6.64, Synergy_Bliss=-0.971, Synergy_Loewe=-0.150, Synergy_HSA=0.158. (2) Drug 1: CC12CCC(CC1=CCC3C2CCC4(C3CC=C4C5=CN=CC=C5)C)O. Drug 2: CCC1=C2CN3C(=CC4=C(C3=O)COC(=O)C4(CC)O)C2=NC5=C1C=C(C=C5)O. Cell line: MALME-3M. Synergy scores: CSS=19.5, Synergy_ZIP=-6.11, Synergy_Bliss=0.594, Synergy_Loewe=-18.5, Synergy_HSA=0.703. (3) Drug 1: C1=C(C(=O)NC(=O)N1)N(CCCl)CCCl. Drug 2: CN(C(=O)NC(C=O)C(C(C(CO)O)O)O)N=O. Cell line: SK-OV-3. Synergy scores: CSS=7.99, Synergy_ZIP=-5.22, Synergy_Bliss=-6.84, Synergy_Loewe=-13.0, Synergy_HSA=-6.51. (4) Drug 1: CC=C1C(=O)NC(C(=O)OC2CC(=O)NC(C(=O)NC(CSSCCC=C2)C(=O)N1)C(C)C)C(C)C. Drug 2: B(C(CC(C)C)NC(=O)C(CC1=CC=CC=C1)NC(=O)C2=NC=CN=C2)(O)O. Cell line: NCI-H322M. Synergy scores: CSS=51.8, Synergy_ZIP=0.184, Synergy_Bliss=2.49, Synergy_Loewe=-9.52, Synergy_HSA=3.32. (5) Synergy scores: CSS=7.75, Synergy_ZIP=2.22, Synergy_Bliss=8.72, Synergy_Loewe=2.71, Synergy_HSA=2.90. Cell line: RPMI-8226. Drug 1: CC1=CC2C(CCC3(C2CCC3(C(=O)C)OC(=O)C)C)C4(C1=CC(=O)CC4)C. Drug 2: CC1=C(C=C(C=C1)C(=O)NC2=CC(=CC(=C2)C(F)(F)F)N3C=C(N=C3)C)NC4=NC=CC(=N4)C5=CN=CC=C5. (6) Drug 1: CCC1=CC2CC(C3=C(CN(C2)C1)C4=CC=CC=C4N3)(C5=C(C=C6C(=C5)C78CCN9C7C(C=CC9)(C(C(C8N6C)(C(=O)OC)O)OC(=O)C)CC)OC)C(=O)OC.C(C(C(=O)O)O)(C(=O)O)O. Drug 2: CN(CC1=CN=C2C(=N1)C(=NC(=N2)N)N)C3=CC=C(C=C3)C(=O)NC(CCC(=O)O)C(=O)O. Cell line: HOP-92. Synergy scores: CSS=29.8, Synergy_ZIP=-7.73, Synergy_Bliss=-2.61, Synergy_Loewe=-1.69, Synergy_HSA=-0.478. (7) Drug 1: CC=C1C(=O)NC(C(=O)OC2CC(=O)NC(C(=O)NC(CSSCCC=C2)C(=O)N1)C(C)C)C(C)C. Drug 2: C1CC(=O)NC(=O)C1N2C(=O)C3=CC=CC=C3C2=O. Cell line: BT-549. Synergy scores: CSS=41.7, Synergy_ZIP=0.570, Synergy_Bliss=-1.64, Synergy_Loewe=-50.6, Synergy_HSA=-2.11.